From a dataset of Full USPTO retrosynthesis dataset with 1.9M reactions from patents (1976-2016). Predict the reactants needed to synthesize the given product. (1) Given the product [Cl:7][C:8]1[N:13]=[CH:12][C:11]([CH2:14][C:17]2[S:32][C:20]3[N:21]=[C:22]([C:26]4[CH:31]=[CH:30][CH:29]=[CH:28][CH:27]=4)[N:23]=[C:24]([NH2:25])[C:19]=3[CH:18]=2)=[CH:10][CH:9]=1, predict the reactants needed to synthesize it. The reactants are: C1COCC1.[Cl-].[Cl:7][C:8]1[N:13]=[CH:12][C:11]([CH2:14][Zn+])=[CH:10][CH:9]=1.Br[C:17]1[S:32][C:20]2[N:21]=[C:22]([C:26]3[CH:31]=[CH:30][CH:29]=[CH:28][CH:27]=3)[N:23]=[C:24]([NH2:25])[C:19]=2[CH:18]=1. (2) Given the product [Br:35][CH2:36][CH2:37][CH2:38][CH2:39][CH2:40][CH2:41][CH2:42][C:43]([NH:27][C:26]1[C:25]([CH:22]([CH3:24])[CH3:23])=[CH:31][CH:30]=[CH:29][C:28]=1[CH:32]([CH3:34])[CH3:33])=[O:44], predict the reactants needed to synthesize it. The reactants are: CCN=C=NCCCN(C)C.C1C=CC2N(O)N=NC=2C=1.[CH:22]([C:25]1[CH:31]=[CH:30][CH:29]=[C:28]([CH:32]([CH3:34])[CH3:33])[C:26]=1[NH2:27])([CH3:24])[CH3:23].[Br:35][CH2:36][CH2:37][CH2:38][CH2:39][CH2:40][CH2:41][CH2:42][C:43](O)=[O:44]. (3) Given the product [F:15][C:14]([F:17])([F:16])[C:11]1[CH:12]=[CH:13][C:8]([C:4]2[CH:3]=[C:2]([O:18][C:19]3[CH:28]=[C:27]4[C:22]([CH:23]=[CH:24][CH:25]=[N:26]4)=[CH:21][CH:20]=3)[CH:7]=[CH:6][N:5]=2)=[CH:9][CH:10]=1, predict the reactants needed to synthesize it. The reactants are: Cl[C:2]1[CH:7]=[CH:6][N:5]=[C:4]([C:8]2[CH:13]=[CH:12][C:11]([C:14]([F:17])([F:16])[F:15])=[CH:10][CH:9]=2)[CH:3]=1.[OH:18][C:19]1[CH:28]=[C:27]2[C:22]([CH:23]=[CH:24][CH:25]=[N:26]2)=[CH:21][CH:20]=1.CC(C)([O-])C.[K+].